Task: Predict the reaction yield, written as a fraction of the theoretical maximum amount of product (1.0 means a 100% yield; for example, 0.34 means a 34% yield).. Dataset: Reaction yield outcomes from USPTO patents with 853,638 reactions (1) The reactants are [F:1][C:2]1[CH:3]=[C:4]([C@H:10]2[CH2:14][CH2:13][CH2:12][N:11]2[C:15]2[CH:20]=[CH:19][N:18]3[N:21]=[CH:22][C:23]([C:24]([NH:26][CH2:27][CH2:28][CH2:29]O)=[O:25])=[C:17]3[N:16]=2)[C:5]([O:8]C)=[N:6][CH:7]=1.[ClH:31]. No catalyst specified. The product is [Cl:31][CH2:29][CH2:28][CH2:27][NH:26][C:24]([C:23]1[CH:22]=[N:21][N:18]2[CH:19]=[CH:20][C:15]([N:11]3[CH2:12][CH2:13][CH2:14][C@@H:10]3[C:4]3[C:5]([OH:8])=[N:6][CH:7]=[C:2]([F:1])[CH:3]=3)=[N:16][C:17]=12)=[O:25]. The yield is 1.06. (2) The reactants are [Cl:1][C:2]1[CH:3]=[C:4]([C:8]2([CH:14]([C:16]3[CH:21]=[CH:20][C:19]([O:22][CH:23]([F:25])[F:24])=[C:18]([CH3:26])[CH:17]=3)[OH:15])SCCCS2)[CH:5]=[CH:6][CH:7]=1.C([OH:31])(C)(C)C.CC(OI1(OC(C)=O)(OC(C)=O)OC(=O)C2C=CC=CC1=2)=O.S([O-])([O-])(=O)=S.[Na+].[Na+]. The catalyst is ClCCl. The product is [Cl:1][C:2]1[CH:3]=[C:4]([C:8](=[O:31])[C:14]([C:16]2[CH:21]=[CH:20][C:19]([O:22][CH:23]([F:25])[F:24])=[C:18]([CH3:26])[CH:17]=2)=[O:15])[CH:5]=[CH:6][CH:7]=1. The yield is 0.660. (3) The reactants are [CH2:1]([C:3]1[N:4]([CH2:14][C:15]2[CH:20]=[CH:19][CH:18]=[CH:17][CH:16]=2)[C:5]2[C:10]([CH:11]=1)=[C:9]([O:12]C)[CH:8]=[CH:7][CH:6]=2)[CH3:2].B(Br)(Br)Br. The product is [CH2:1]([C:3]1[N:4]([CH2:14][C:15]2[CH:20]=[CH:19][CH:18]=[CH:17][CH:16]=2)[C:5]2[C:10]([CH:11]=1)=[C:9]([OH:12])[CH:8]=[CH:7][CH:6]=2)[CH3:2]. The catalyst is C(Cl)Cl. The yield is 0.540.